Dataset: Forward reaction prediction with 1.9M reactions from USPTO patents (1976-2016). Task: Predict the product of the given reaction. The product is: [Br:1][C:2]1[C:3]([F:12])=[C:4]2[C:10]([NH:11][C:17]([CH:15]3[CH2:16][C:14]3([F:20])[F:13])=[O:18])=[CH:9][NH:8][C:5]2=[N:6][CH:7]=1. Given the reactants [Br:1][C:2]1[C:3]([F:12])=[C:4]2[C:10]([NH2:11])=[CH:9][NH:8][C:5]2=[N:6][CH:7]=1.[F:13][C:14]1([F:20])[CH2:16][CH:15]1[C:17](O)=[O:18].C(N(CC)CC)C.C1N(P(Cl)(N2C(=O)OCC2)=O)C(=O)OC1.O[Li].O, predict the reaction product.